Predict the product of the given reaction. From a dataset of Forward reaction prediction with 1.9M reactions from USPTO patents (1976-2016). (1) Given the reactants [Cl:1][C:2]1[N:7]=[C:6]([C:8](OCC)=[O:9])[C:5]([NH:13][CH2:14][CH:15]2[CH2:18][O:17][CH2:16]2)=[CH:4][N:3]=1.[NH3:19], predict the reaction product. The product is: [Cl:1][C:2]1[N:7]=[C:6]([C:8]([NH2:19])=[O:9])[C:5]([NH:13][CH2:14][CH:15]2[CH2:18][O:17][CH2:16]2)=[CH:4][N:3]=1. (2) Given the reactants [I:1][C:2]1[CH:7]=[CH:6][C:5]([C:8]2([CH:11]=O)[CH2:10][CH2:9]2)=[CH:4][CH:3]=1.[C:13]([O:17][C:18]([N:20]1[C@@H:24]([CH2:25]S(C2SC3C=CC=CC=3N=2)(=O)=O)[CH2:23][O:22][C:21]1([CH3:39])[CH3:38])=[O:19])([CH3:16])([CH3:15])[CH3:14].[Li+].C[Si]([N-][Si](C)(C)C)(C)C, predict the reaction product. The product is: [C:13]([O:17][C:18]([N:20]1[C@@H:24](/[CH:25]=[CH:11]\[C:8]2([C:5]3[CH:4]=[CH:3][C:2]([I:1])=[CH:7][CH:6]=3)[CH2:9][CH2:10]2)[CH2:23][O:22][C:21]1([CH3:38])[CH3:39])=[O:19])([CH3:16])([CH3:14])[CH3:15]. (3) Given the reactants [I:1][C:2]1[CH:8]=[CH:7][C:5]([NH2:6])=[C:4]([CH3:9])[CH:3]=1.[C:10]1(=O)[CH2:14][CH2:13][CH2:12][CH2:11]1.C(O)(=O)C.C1(C)C=CC(S(O)(=O)=O)=CC=1.[Na].C(O[BH-](OC(=O)C)OC(=O)C)(=O)C, predict the reaction product. The product is: [CH:10]1([NH:6][C:5]2[CH:7]=[CH:8][C:2]([I:1])=[CH:3][C:4]=2[CH3:9])[CH2:14][CH2:13][CH2:12][CH2:11]1. (4) Given the reactants Br[C:2]1[C:3]([F:18])=[C:4]([C:9]2[C:10]([C:16]#[N:17])=[CH:11][C:12]([F:15])=[CH:13][CH:14]=2)[C:5]([F:8])=[CH:6][CH:7]=1.[B:19]1([B:19]2[O:23][C:22]([CH3:25])([CH3:24])[C:21]([CH3:27])([CH3:26])[O:20]2)[O:23][C:22]([CH3:25])([CH3:24])[C:21]([CH3:27])([CH3:26])[O:20]1, predict the reaction product. The product is: [CH3:26][C:21]1([CH3:27])[C:22]([CH3:25])([CH3:24])[O:23][B:19]([C:2]2[C:3]([F:18])=[C:4]([C:9]3[C:10]([C:16]#[N:17])=[CH:11][C:12]([F:15])=[CH:13][CH:14]=3)[C:5]([F:8])=[CH:6][CH:7]=2)[O:20]1. (5) Given the reactants [C:1]1([C:7]2[NH:8][C:9]3[C:15]([NH2:16])=[CH:14][CH:13]=[CH:12][C:10]=3[N:11]=2)[CH:6]=[CH:5][CH:4]=[CH:3][CH:2]=1.[O:17]1[CH2:21][CH:20](C=O)[CH2:19][CH2:18]1, predict the reaction product. The product is: [C:1]1([C:7]2[NH:8][C:9]3[C:15]([NH:16][CH:20]4[CH2:21][O:17][CH2:18][CH2:19]4)=[CH:14][CH:13]=[CH:12][C:10]=3[N:11]=2)[CH:2]=[CH:3][CH:4]=[CH:5][CH:6]=1. (6) Given the reactants [Br:1][C:2]1[N:7]2[CH:8]=[N:9][N:10]=[C:6]2[C:5](=[O:11])[NH:4][CH:3]=1.[H-].[Na+].[CH3:14]I.O, predict the reaction product. The product is: [Br:1][C:2]1[N:7]2[CH:8]=[N:9][N:10]=[C:6]2[C:5](=[O:11])[N:4]([CH3:14])[CH:3]=1. (7) Given the reactants [C:1]([O:5][C:6](=[O:20])[NH:7][C@H:8]1[C:14](=[O:15])[NH:13][C:12]2[CH:16]=[CH:17][CH:18]=[CH:19][C:11]=2[CH2:10][CH2:9]1)([CH3:4])([CH3:3])[CH3:2].[Cl:21]N1C(=O)CCC1=O, predict the reaction product. The product is: [C:1]([O:5][C:6](=[O:20])[NH:7][C@@H:8]1[CH2:9][CH2:10][C:11]2[CH:19]=[C:18]([Cl:21])[CH:17]=[CH:16][C:12]=2[NH:13][C:14]1=[O:15])([CH3:4])([CH3:2])[CH3:3]. (8) Given the reactants [F:1][C:2]1[CH:7]=[CH:6][CH:5]=[C:4]([F:8])[C:3]=1B(O)O.C(=O)([O-])[O-].[Cs+].[Cs+].[C:18]([NH:26][C:27]1[CH:39]=[C:38](Br)[CH:37]=[CH:36][C:28]=1[C:29]([O:31][C:32]([CH3:35])([CH3:34])[CH3:33])=[O:30])(=[O:25])[C:19]1[CH:24]=[CH:23][CH:22]=[CH:21][CH:20]=1.C(=O)([O-])O.[Na+], predict the reaction product. The product is: [C:18]([NH:26][C:27]1[CH:39]=[C:38]([C:3]2[C:2]([F:1])=[CH:7][CH:6]=[CH:5][C:4]=2[F:8])[CH:37]=[CH:36][C:28]=1[C:29]([O:31][C:32]([CH3:34])([CH3:35])[CH3:33])=[O:30])(=[O:25])[C:19]1[CH:20]=[CH:21][CH:22]=[CH:23][CH:24]=1.